This data is from Peptide-MHC class I binding affinity with 185,985 pairs from IEDB/IMGT. The task is: Regression. Given a peptide amino acid sequence and an MHC pseudo amino acid sequence, predict their binding affinity value. This is MHC class I binding data. The peptide sequence is ISDSAQNMM. The MHC is HLA-B35:01 with pseudo-sequence HLA-B35:01. The binding affinity (normalized) is 0.657.